This data is from Catalyst prediction with 721,799 reactions and 888 catalyst types from USPTO. The task is: Predict which catalyst facilitates the given reaction. (1) Reactant: C[O:2][C:3](=O)[CH:4]([C:6]1[C:7]([Cl:13])=[N:8][CH:9]=[N:10][C:11]=1[Cl:12])[CH3:5].CC(C[AlH]CC(C)C)C. Product: [Cl:12][C:11]1[C:6]([CH:4]([CH3:5])[CH2:3][OH:2])=[C:7]([Cl:13])[N:8]=[CH:9][N:10]=1. The catalyst class is: 28. (2) Reactant: CN(C)C1C=CC=CC=1.P(Cl)(Cl)([Cl:12])=O.[CH3:15][C:16]1[NH:21][C:20](=O)[C:19]([C:23]#[N:24])=[C:18]([N:25]2[CH2:30][CH2:29][N:28]([C:31]3[CH:36]=[CH:35][CH:34]=[CH:33][CH:32]=3)[CH2:27][CH2:26]2)[CH:17]=1. Product: [Cl:12][C:20]1[N:21]=[C:16]([CH3:15])[CH:17]=[C:18]([N:25]2[CH2:30][CH2:29][N:28]([C:31]3[CH:36]=[CH:35][CH:34]=[CH:33][CH:32]=3)[CH2:27][CH2:26]2)[C:19]=1[C:23]#[N:24]. The catalyst class is: 12.